Dataset: Retrosynthesis with 50K atom-mapped reactions and 10 reaction types from USPTO. Task: Predict the reactants needed to synthesize the given product. (1) The reactants are: CCCC[Sn](CCCC)(CCCC)c1ncco1.O=[N+]([O-])c1ccsc1Cl. Given the product O=[N+]([O-])c1ccsc1-c1ncco1, predict the reactants needed to synthesize it. (2) Given the product Cc1cc2c(cc1Br)[nH]c(=O)n2C1CCNCC1, predict the reactants needed to synthesize it. The reactants are: Cc1cc2c(cc1Br)[nH]c(=O)n2C1CCN(C(=O)OC(C)(C)C)CC1. (3) Given the product CC(C)(C)OC(=O)c1cccc(CN2CN(c3ccccc3)C3(CCN(CCCn4c(=O)n(C5CC5)c5ccccc54)CC3)C2=O)c1, predict the reactants needed to synthesize it. The reactants are: CC(C)(C)OC(=O)c1cccc(CN2CN(c3ccccc3)C3(CCNCC3)C2=O)c1.O=c1n(CCCCl)c2ccccc2n1C1CC1. (4) The reactants are: CNC1CCCCC1.O=C(O)c1ccc2cc[nH]c2c1. Given the product CN(C(=O)c1ccc2cc[nH]c2c1)C1CCCCC1, predict the reactants needed to synthesize it.